This data is from Full USPTO retrosynthesis dataset with 1.9M reactions from patents (1976-2016). The task is: Predict the reactants needed to synthesize the given product. (1) The reactants are: [F:1][C:2]1[CH:7]=[CH:6][C:5]([CH3:8])=[CH:4][C:3]=1[NH:9][C:10]([NH:12][C:13]1[CH:39]=[CH:38][C:16]([O:17][C:18]2[CH:23]=[CH:22][N:21]=[C:20]([C:24]3[NH:28][CH:27]=[C:26]([C:29]([NH:31][CH2:32][CH2:33][CH2:34][C:35](O)=[O:36])=[O:30])[CH:25]=3)[CH:19]=2)=[CH:15][CH:14]=1)=[O:11].CN(C(O[N:48]1[N:56]=NC2C=CC=NC1=2)=[N+](C)C)C.F[P-](F)(F)(F)(F)F.C(N(CC)C(C)C)(C)C.O.NN. Given the product [F:1][C:2]1[CH:7]=[CH:6][C:5]([CH3:8])=[CH:4][C:3]=1[NH:9][C:10]([NH:12][C:13]1[CH:39]=[CH:38][C:16]([O:17][C:18]2[CH:23]=[CH:22][N:21]=[C:20]([C:24]3[NH:28][CH:27]=[C:26]([C:29]([NH:31][CH2:32][CH2:33][CH2:34][C:35]([NH:48][NH2:56])=[O:36])=[O:30])[CH:25]=3)[CH:19]=2)=[CH:15][CH:14]=1)=[O:11], predict the reactants needed to synthesize it. (2) Given the product [Br:10][C:11]1[CH:12]=[N:13][CH:14]=[CH:15][C:16]=1[CH2:17][O:18][C:19]1[CH:20]=[N:21][C:22]([N:25]2[CH2:30][CH2:29][N:28]([C:31]3[N:32]=[C:39]([CH:36]4[CH2:38][CH2:37]4)[O:34][N:33]=3)[CH2:27][C@H:26]2[CH3:35])=[N:23][CH:24]=1, predict the reactants needed to synthesize it. The reactants are: C(N(C(C)C)C(C)C)C.[Br:10][C:11]1[CH:12]=[N:13][CH:14]=[CH:15][C:16]=1[CH2:17][O:18][C:19]1[CH:20]=[N:21][C:22]([N:25]2[CH2:30][CH2:29][N:28](/[C:31](=[N:33]/[OH:34])/[NH2:32])[CH2:27][C@H:26]2[CH3:35])=[N:23][CH:24]=1.[CH:36]1([C:39](O)=O)[CH2:38][CH2:37]1.ON1C2C=CC=CC=2N=N1.Cl.CN(C)CCCN=C=NCC.